Dataset: Forward reaction prediction with 1.9M reactions from USPTO patents (1976-2016). Task: Predict the product of the given reaction. (1) Given the reactants [F:1][C:2]1[C:3]([F:26])=[C:4]2[O:9][CH2:8][C:7]3([CH2:13][CH2:12][CH2:11][CH2:10]3)[N:6]3[CH:14]=[C:15]([C:23]([OH:25])=[O:24])[C:16](=[O:22])[C:17]([C:18]=1[N+:19]([O-])=O)=[C:5]23.CN(C=O)C, predict the reaction product. The product is: [NH2:19][C:18]1[C:17]2[C:16](=[O:22])[C:15]([C:23]([OH:25])=[O:24])=[CH:14][N:6]3[C:7]4([CH2:13][CH2:12][CH2:11][CH2:10]4)[CH2:8][O:9][C:4]([C:5]=23)=[C:3]([F:26])[C:2]=1[F:1]. (2) Given the reactants [Cl:1][C:2]1[C:7]([C:8]([NH:10][CH2:11][C:12](=[O:15])[CH2:13][CH3:14])=O)=[CH:6][CH:5]=[C:4]([CH3:16])[N:3]=1.CC[N+](S(N=C(OC)[O-])(=O)=O)(CC)CC, predict the reaction product. The product is: [Cl:1][C:2]1[C:7]([C:8]2[O:15][C:12]([CH2:13][CH3:14])=[CH:11][N:10]=2)=[CH:6][CH:5]=[C:4]([CH3:16])[N:3]=1. (3) Given the reactants [C:1]([SiH2:5][O:6][C:7](C1C=CC=CC=1)(C1C=CC=CC=1)[C:8]1[C:9]([N:18]2[CH2:23][C@H:22]([CH3:24])[O:21][C@H:20]([CH3:25])[CH2:19]2)=[C:10]([F:17])[C:11]([F:16])=[C:12]([CH:15]=1)[CH:13]=O)([CH3:4])([CH3:3])[CH3:2].CCN([CH:44]([CH3:46])[CH3:45])C(C)C.Cl.[NH2:48][OH:49], predict the reaction product. The product is: [Si:5]([O:6][CH2:7][C:8]1[C:9]([N:18]2[CH2:23][C@H:22]([CH3:24])[O:21][C@H:20]([CH3:25])[CH2:19]2)=[C:10]([F:17])[C:11]([F:16])=[C:12]([CH:13]=[N:48][OH:49])[CH:15]=1)([C:1]([CH3:2])([CH3:4])[CH3:3])([C:45]1[CH:44]=[CH:46][CH:3]=[CH:1][CH:2]=1)[C:8]1[CH:9]=[CH:10][CH:11]=[CH:12][CH:15]=1.